From a dataset of Tyrosyl-DNA phosphodiesterase HTS with 341,365 compounds. Binary Classification. Given a drug SMILES string, predict its activity (active/inactive) in a high-throughput screening assay against a specified biological target. (1) The result is 0 (inactive). The drug is S(=O)(=O)(N1CCOCC1)c1cc(NC(=O)CCCOc2ccccc2)c(N2CCOCC2)cc1. (2) The drug is O(c1c(Nc2nc3c(n4nnnc24)cccc3)cc(OCC)cc1)CC. The result is 0 (inactive). (3) The drug is O=C(NC1CC1)COC(=O)/C=C\c1cc(OC)c(OC)c(OC)c1. The result is 0 (inactive).